Task: Predict the product of the given reaction.. Dataset: Forward reaction prediction with 1.9M reactions from USPTO patents (1976-2016) (1) Given the reactants [CH:1]1[CH:10]=[CH:9][CH:8]=[C:7]2[C:2]=1[C:3]([C:18]([OH:20])=O)=[C:4]1[NH:17][C:16]3[C:11](=[CH:12][CH:13]=[CH:14][CH:15]=3)[C:5]1=[N:6]2.[CH3:21][N:22]([CH3:26])[CH2:23][CH2:24][NH2:25].C(N(CC)CC)C, predict the reaction product. The product is: [CH3:21][N:22]([CH3:26])[CH2:23][CH2:24][NH:25][C:18]([C:3]1[C:2]2[C:7](=[CH:8][CH:9]=[CH:10][CH:1]=2)[N:6]=[C:5]2[C:11]3[C:16]([NH:17][C:4]=12)=[CH:15][CH:14]=[CH:13][CH:12]=3)=[O:20]. (2) The product is: [F:6][C:7]([F:12])([F:11])[C:8]([OH:10])=[O:9].[CH2:13]([NH:17][C:18]([NH:20][C@H:21]1[CH2:29][C@H:28]2[C@:24]([C:32]3[CH:44]=[CH:43][C:42]([O:46][CH3:7])=[C:34]([O:40][CH3:41])[CH:33]=3)([CH2:25][CH2:26][N:27]2[CH2:30][CH:3]([CH3:4])[CH3:2])[CH2:23][CH2:22]1)=[S:19])[CH2:14][CH2:15][CH3:16]. Given the reactants N1C[CH2:4][CH2:3][CH2:2]1.[F:6][C:7]([F:12])([F:11])[C:8]([OH:10])=[O:9].[CH2:13]([NH:17][C:18]([NH:20][C@H:21]1[CH2:29][C@H:28]2[C@:24]([C:32]3C=CC(OC)=[C:34]([O:40][CH3:41])[CH:33]=3)([CH2:25][CH2:26][N:27]2[CH2:30]C)[CH2:23][CH2:22]1)=[S:19])[CH2:14][CH2:15][CH3:16].[CH:42](=[O:46])[CH:43](C)[CH3:44], predict the reaction product. (3) The product is: [CH:1]1([C:4]2[N:8]=[CH:7][N:6]([C:9]3[CH:32]=[C:14]4[C:15]5[C:20]([CH2:21][CH2:22][N:13]4[C:12](=[O:33])[CH2:11][N:10]=3)=[C:19]([C:35]3[CH:40]=[CH:39][C:38]([F:41])=[CH:37][N:36]=3)[CH:18]=[CH:17][CH:16]=5)[N:5]=2)[CH2:3][CH2:2]1. Given the reactants [CH:1]1([C:4]2[N:8]=[CH:7][N:6]([C:9]3[CH:32]=[C:14]4[C:15]5[C:20]([CH2:21][CH2:22][N:13]4[C:12](=[O:33])[CH2:11][N:10]=3)=[C:19](B3OC(C)(C)C(C)(C)O3)[CH:18]=[CH:17][CH:16]=5)[N:5]=2)[CH2:3][CH2:2]1.Br[C:35]1[CH:40]=[CH:39][C:38]([F:41])=[CH:37][N:36]=1.C([O-])([O-])=O.[Na+].[Na+], predict the reaction product. (4) The product is: [C:2]([C:4]1[CH:5]=[C:6]([C:7]([CH3:10])([CH3:9])[CH3:8])[NH:16][N:15]=1)([CH3:13])([CH3:3])[CH3:1]. Given the reactants [CH3:1][C:2]([CH3:13])([C:4](=O)[CH2:5][C:6](=O)[C:7]([CH3:10])([CH3:9])[CH3:8])[CH3:3].O.[NH2:15][NH2:16], predict the reaction product. (5) Given the reactants [CH3:1][O:2][C:3]([C:5]1[C:6]2[CH:7](O)[C:8]([CH3:24])([CH3:23])[CH:9]([C:16]3[CH:21]=[CH:20][CH:19]=[C:18]([Br:22])[CH:17]=3)[NH:10][C:11]=2[CH:12]=[C:13]([F:15])[CH:14]=1)=[O:4].C([SiH](CC)CC)C, predict the reaction product. The product is: [CH3:1][O:2][C:3]([C:5]1[C:6]2[CH2:7][C:8]([CH3:24])([CH3:23])[CH:9]([C:16]3[CH:21]=[CH:20][CH:19]=[C:18]([Br:22])[CH:17]=3)[NH:10][C:11]=2[CH:12]=[C:13]([F:15])[CH:14]=1)=[O:4]. (6) Given the reactants [Cl:1][C:2]1[CH:7]=[CH:6][C:5]([C:8]([C:10]2[CH:15]=[CH:14][C:13]([CH2:16][N:17]3[CH2:22][CH2:21][N:20]([C:23]([O:25][C:26]([CH3:29])([CH3:28])[CH3:27])=[O:24])[CH2:19][CH2:18]3)=[CH:12][CH:11]=2)=[O:9])=[CH:4][CH:3]=1.ClC1C=CC(C(C2C=CC(CN3CCOCC3)=CC=2)O)=CC=1, predict the reaction product. The product is: [Cl:1][C:2]1[CH:7]=[CH:6][C:5]([CH:8]([C:10]2[CH:11]=[CH:12][C:13]([CH2:16][N:17]3[CH2:18][CH2:19][N:20]([C:23]([O:25][C:26]([CH3:29])([CH3:28])[CH3:27])=[O:24])[CH2:21][CH2:22]3)=[CH:14][CH:15]=2)[OH:9])=[CH:4][CH:3]=1. (7) The product is: [CH2:15]([N:17]1[CH2:21][CH2:20][CH:19]([CH2:2][CH2:1][CH3:3])[C:18]1=[O:22])[CH2:9][C:14]1[CH:23]=[CH:10][CH:11]=[CH:12][CH:13]=1. Given the reactants [CH:1](NC(C)C)([CH3:3])[CH3:2].[Li].[C:9]1([CH:15]([N:17]2[CH2:21][CH2:20][CH2:19][C:18]2=[O:22])C)[CH:14]=[CH:13][CH:12]=[CH:11][CH:10]=1.[CH2:23](Br)CC.C(O)(=O)C, predict the reaction product. (8) Given the reactants [C:1]([C:4]1[C:5]([Cl:12])=[N:6][C:7]([Cl:11])=[N:8][C:9]=1Cl)([OH:3])=[O:2].[Cl:13][C:14]1[CH:15]=[C:16]([CH:19]=[CH:20][C:21]=1[O:22][CH3:23])[CH2:17][NH2:18].C(N(CC)CC)C, predict the reaction product. The product is: [Cl:13][C:14]1[CH:15]=[C:16]([CH:19]=[CH:20][C:21]=1[O:22][CH3:23])[CH2:17][NH:18][C:9]1[C:4]([C:1]([OH:3])=[O:2])=[C:5]([Cl:12])[N:6]=[C:7]([Cl:11])[N:8]=1. (9) Given the reactants [CH2:1]1[CH2:6][C@H:5]([C:7]([OH:9])=[O:8])[CH2:4][CH2:3][C@H:2]1[CH2:10][NH2:11].[CH3:12][C:13]([CH3:30])([CH3:29])[C:14]([O:16][CH2:17][O:18][C:19](ON1C(=O)CCC1=O)=[O:20])=[O:15], predict the reaction product. The product is: [CH3:12][C:13]([CH3:30])([CH3:29])[C:14]([O:16][CH2:17][O:18][C:19]([CH:10]([NH2:11])[C@H:2]1[CH2:3][CH2:4][C@H:5]([C:7]([OH:9])=[O:8])[CH2:6][CH2:1]1)=[O:20])=[O:15]. (10) Given the reactants B(O)O.[F:4][C:5]1[CH:25]=[CH:24][C:8]([O:9][C:10]2[CH:15]=[CH:14][C:13](CC(C(O)(C)C)(C)O)=[CH:12][CH:11]=2)=[CH:7][CH:6]=1.Cl[C:27]1[CH:32]=[C:31]([Cl:33])[CH:30]=[C:29]([Cl:34])[N:28]=1.C(=O)([O-])[O-].[Na+].[Na+].C(COC)OC, predict the reaction product. The product is: [Cl:34][C:29]1[CH:30]=[C:31]([Cl:33])[CH:32]=[C:27]([C:13]2[CH:12]=[CH:11][C:10]([O:9][C:8]3[CH:7]=[CH:6][C:5]([F:4])=[CH:25][CH:24]=3)=[CH:15][CH:14]=2)[N:28]=1.